Dataset: CYP2D6 inhibition data for predicting drug metabolism from PubChem BioAssay. Task: Regression/Classification. Given a drug SMILES string, predict its absorption, distribution, metabolism, or excretion properties. Task type varies by dataset: regression for continuous measurements (e.g., permeability, clearance, half-life) or binary classification for categorical outcomes (e.g., BBB penetration, CYP inhibition). Dataset: cyp2d6_veith. (1) The molecule is COc1ccc(Oc2ncc3nc(CCc4ccccc4)c(=O)n(C4CC4)c3n2)cc1. The result is 0 (non-inhibitor). (2) The molecule is CCOC(=O)C(=O)NCc1ccc(/C=C2\C(=O)C(C(=O)OC)=C(C)N2c2ccccc2)o1. The result is 0 (non-inhibitor). (3) The compound is O=S(=O)(c1ccc(Br)cc1)N1CCN(S(=O)(=O)c2ccc(Br)cc2)CC1. The result is 0 (non-inhibitor). (4) The molecule is COCCNc1nc(-c2c(C)noc2C)nc2ccccc12. The result is 0 (non-inhibitor).